From a dataset of Forward reaction prediction with 1.9M reactions from USPTO patents (1976-2016). Predict the product of the given reaction. (1) Given the reactants [CH3:1][S:2]([N:5]1[CH2:14][CH2:13][C:12]2[C:7](=[CH:8][CH:9]=[C:10]([C:15](OC)=[O:16])[CH:11]=2)[CH2:6]1)(=[O:4])=[O:3].[H-].[H-].[H-].[H-].[Li+].[Al+3].[O-]S([O-])(=O)=O.[Na+].[Na+], predict the reaction product. The product is: [CH3:1][S:2]([N:5]1[CH2:14][CH2:13][C:12]2[C:7](=[CH:8][CH:9]=[C:10]([CH2:15][OH:16])[CH:11]=2)[CH2:6]1)(=[O:4])=[O:3]. (2) Given the reactants [C:1]([O:5][C:6]([N:8]1[CH2:13][CH2:12][CH:11]([C:14]([O:16][CH2:17][C:18]2[CH:23]=[CH:22][CH:21]=[CH:20][CH:19]=2)=[O:15])[CH2:10][CH2:9]1)=[O:7])([CH3:4])([CH3:3])[CH3:2].C[Si]([N-][Si](C)(C)C)(C)C.[K+].[C:34](=[O:36])=[O:35].Cl.Br[CH:39]([C:50]1[CH:55]=[CH:54][C:53]([O:56][CH3:57])=[CH:52][CH:51]=1)[C:40]([C:42]1[CH:47]=[CH:46][C:45]([O:48][CH3:49])=[CH:44][CH:43]=1)=[O:41].C(=O)([O-])[O-].[Cs+].[Cs+], predict the reaction product. The product is: [CH3:57][O:56][C:53]1[CH:52]=[CH:51][C:50]([CH:39]([O:35][C:34]([C:11]2([C:14]([O:16][CH2:17][C:18]3[CH:23]=[CH:22][CH:21]=[CH:20][CH:19]=3)=[O:15])[CH2:12][CH2:13][N:8]([C:6]([O:5][C:1]([CH3:4])([CH3:2])[CH3:3])=[O:7])[CH2:9][CH2:10]2)=[O:36])[C:40]([C:42]2[CH:43]=[CH:44][C:45]([O:48][CH3:49])=[CH:46][CH:47]=2)=[O:41])=[CH:55][CH:54]=1. (3) The product is: [Cl:19][C:18]1[C:13]([NH:12][CH:9]2[CH2:10][CH2:11][C:6]3([CH2:5][CH2:4][N:3]([C:32](=[O:33])[CH2:31][C:29]#[N:30])[CH2:2][CH2:1]3)[CH2:7][CH2:8]2)=[N:14][C:15]([NH:20][C:21]2[CH:22]=[N:23][N:24]([CH2:26][CH2:27][OH:28])[CH:25]=2)=[N:16][CH:17]=1. Given the reactants [CH2:1]1[C:6]2([CH2:11][CH2:10][CH:9]([NH:12][C:13]3[C:18]([Cl:19])=[CH:17][N:16]=[C:15]([NH:20][C:21]4[CH:22]=[N:23][N:24]([CH2:26][CH2:27][OH:28])[CH:25]=4)[N:14]=3)[CH2:8][CH2:7]2)[CH2:5][CH2:4][NH:3][CH2:2]1.[C:29]([CH2:31][C:32](O)=[O:33])#[N:30].CN(C(ON1N=NC2C=CC=NC1=2)=[N+](C)C)C.F[P-](F)(F)(F)(F)F, predict the reaction product. (4) Given the reactants [F:1][C:2]1[CH:3]=[C:4]([NH:9][C:10]([C:12]2[NH:13][C:14]3[C:19]([CH:20]=2)=[CH:18][C:17]([CH:21]([CH:23]2[CH2:27][CH2:26][NH:25][CH2:24]2)[CH3:22])=[CH:16][CH:15]=3)=[O:11])[CH:5]=[C:6]([F:8])[CH:7]=1.[C:28](Cl)(=[O:30])[CH3:29], predict the reaction product. The product is: [C:28]([N:25]1[CH2:26][CH2:27][CH:23]([CH:21]([C:17]2[CH:18]=[C:19]3[C:14](=[CH:15][CH:16]=2)[NH:13][C:12]([C:10]([NH:9][C:4]2[CH:5]=[C:6]([F:8])[CH:7]=[C:2]([F:1])[CH:3]=2)=[O:11])=[CH:20]3)[CH3:22])[CH2:24]1)(=[O:30])[CH3:29].